This data is from Forward reaction prediction with 1.9M reactions from USPTO patents (1976-2016). The task is: Predict the product of the given reaction. (1) Given the reactants [N:1]([O-])=O.[Na+].[Cl:5][C:6]1[CH:11]=[CH:10][C:9]([CH3:12])=[CH:8][C:7]=1[NH2:13].[Sn](Cl)Cl, predict the reaction product. The product is: [ClH:5].[Cl:5][C:6]1[CH:11]=[CH:10][C:9]([CH3:12])=[CH:8][C:7]=1[NH:13][NH2:1]. (2) Given the reactants [CH3:1][C:2]1[C:7]([CH2:8][C:9]([O:11][CH3:12])=[O:10])=[C:6]([C:13]2[CH:18]=[CH:17][C:16]([CH3:19])=[CH:15][CH:14]=2)[N:5]=[C:4]([N:20]2[CH2:25][CH2:24][CH2:23][CH2:22][CH2:21]2)[N:3]=1.[Li+].C[Si]([N-][Si](C)(C)C)(C)C.[CH2:36]1[CH2:40]O[CH2:38][CH2:37]1.IC(CC)C, predict the reaction product. The product is: [CH3:40][CH:36]([CH2:37][CH3:38])[CH:8]([C:7]1[C:2]([CH3:1])=[N:3][C:4]([N:20]2[CH2:21][CH2:22][CH2:23][CH2:24][CH2:25]2)=[N:5][C:6]=1[C:13]1[CH:18]=[CH:17][C:16]([CH3:19])=[CH:15][CH:14]=1)[C:9]([O:11][CH3:12])=[O:10].